From a dataset of Forward reaction prediction with 1.9M reactions from USPTO patents (1976-2016). Predict the product of the given reaction. The product is: [NH:5]1[CH:6]=[CH:7][CH:8]=[C:3]1[C:2]([O:12][CH2:10][CH3:11])=[O:4]. Given the reactants [Na].[CH2:2]([OH:4])[CH3:3].[NH:5]1C=[CH:8][CH:7]=[CH:6]1.[CH2:10]([O:12]CC)[CH3:11], predict the reaction product.